This data is from Catalyst prediction with 721,799 reactions and 888 catalyst types from USPTO. The task is: Predict which catalyst facilitates the given reaction. (1) Reactant: [C:1]1([C:7](=[CH2:21])[C:8]([C:10]2[CH:20]=[CH:19][C:13]3[O:14][CH2:15][C:16](=[O:18])[NH:17][C:12]=3[CH:11]=2)=O)[CH:6]=[CH:5][CH:4]=[CH:3][CH:2]=1.Cl.[F:23][C:24]1[CH:29]=[CH:28][C:27]([NH:30][NH2:31])=[CH:26][CH:25]=1.C(N(CC)CC)C. Product: [F:23][C:24]1[CH:29]=[CH:28][C:27]([N:30]2[CH2:21][CH:7]([C:1]3[CH:6]=[CH:5][CH:4]=[CH:3][CH:2]=3)[C:8]([C:10]3[CH:20]=[CH:19][C:13]4[O:14][CH2:15][C:16](=[O:18])[NH:17][C:12]=4[CH:11]=3)=[N:31]2)=[CH:26][CH:25]=1. The catalyst class is: 8. (2) Reactant: Cl.[CH3:2][N:3]([CH3:26])[C:4]([C:7]1[N:12]=[C:11]([C:13]([NH:15][CH2:16][C:17]2[CH:22]=[CH:21][C:20]([F:23])=[CH:19][CH:18]=2)=[O:14])[C:10]([OH:24])=[C:9]([OH:25])[N:8]=1)([CH3:6])[CH3:5].N1C[CH2:31][O:30][CH2:29]C1.CC#N.O. Product: [F:23][C:20]1[CH:19]=[CH:18][C:17]([CH2:16][NH:15][C:13]([C:11]2[C:10]([OH:24])=[C:9]([OH:25])[N:8]=[C:7]([C:4]([CH3:6])([N:3]3[CH2:2][CH2:31][O:30][CH2:29][CH2:26]3)[CH3:5])[N:12]=2)=[O:14])=[CH:22][CH:21]=1. The catalyst class is: 37.